From a dataset of Reaction yield outcomes from USPTO patents with 853,638 reactions. Predict the reaction yield, written as a fraction of the theoretical maximum amount of product (1.0 means a 100% yield; for example, 0.34 means a 34% yield). (1) The reactants are Br[C:2]1[CH:3]=[CH:4][C:5](=[O:13])[N:6]([CH2:8][C:9]([OH:12])([CH3:11])[CH3:10])[CH:7]=1.[B:14]1([B:14]2[O:18][C:17]([CH3:20])([CH3:19])[C:16]([CH3:22])([CH3:21])[O:15]2)[O:18][C:17]([CH3:20])([CH3:19])[C:16]([CH3:22])([CH3:21])[O:15]1.C([O-])(=O)C.[K+]. The catalyst is C1C=CC(P(C2C=CC=CC=2)[C-]2C=CC=C2)=CC=1.C1C=CC(P(C2C=CC=CC=2)[C-]2C=CC=C2)=CC=1.Cl[Pd]Cl.[Fe+2].C(Cl)Cl. The product is [OH:12][C:9]([CH3:11])([CH3:10])[CH2:8][N:6]1[CH:7]=[C:2]([B:14]2[O:18][C:17]([CH3:20])([CH3:19])[C:16]([CH3:22])([CH3:21])[O:15]2)[CH:3]=[CH:4][C:5]1=[O:13]. The yield is 0.600. (2) The reactants are N[C:2]1[CH:9]=[C:8](OC)[CH:7]=[C:6](F)[C:3]=1[C:4]#[N:5].F[C:14]1[CH:23]=[C:22]([O:24][CH3:25])[CH:21]=[C:20]2[C:15]=1[C:16](=[O:26])[NH:17][CH:18]=[N:19]2. No catalyst specified. The product is [CH2:4]([N:5]1[CH2:23][CH2:14][CH2:15][CH2:20][C@@H:21]1[CH2:22][O:24][C:14]1[CH:23]=[C:22]([O:24][CH3:25])[CH:21]=[C:20]2[C:15]=1[C:16](=[O:26])[NH:17][CH:18]=[N:19]2)[C:3]1[CH:2]=[CH:9][CH:8]=[CH:7][CH:6]=1. The yield is 0.850. (3) The reactants are [N+:1]([C:4]1[N:5]=[CH:6][NH:7][CH:8]=1)([O-:3])=[O:2].I[C:10]1[CH:15]=[CH:14][CH:13]=[C:12]([C:16]([F:19])([F:18])[F:17])[CH:11]=1.C(=O)([O-])[O-].[K+].[K+].N1CCC[C@H]1C(O)=O. The catalyst is CS(C)=O.C(OCC)(=O)C.[Cu]I. The product is [N+:1]([C:4]1[N:5]=[CH:6][N:7]([C:10]2[CH:15]=[CH:14][CH:13]=[C:12]([C:16]([F:19])([F:18])[F:17])[CH:11]=2)[CH:8]=1)([O-:3])=[O:2]. The yield is 0.280. (4) The reactants are [Cl:1][C:2]1[CH:3]=[C:4]2[C:9](=[CH:10][C:11]=1[Cl:12])[CH:8]=[N:7][C:6]([N:13]=[C:14]=S)=[CH:5]2.C(=O)([O-])[O-].[Cs+].[Cs+].Cl.Cl.[NH2:24][CH2:25][C@@:26]1([OH:34])[CH:31]2[CH2:32][CH2:33][N:28]([CH2:29][CH2:30]2)[CH2:27]1.C(N=C=NC(C)C)(C)C. The catalyst is CN(C=O)C. The product is [Cl:1][C:2]1[CH:3]=[C:4]2[C:9](=[CH:10][C:11]=1[Cl:12])[CH:8]=[N:7][C:6]([NH:13][C:14]1[O:34][C@:26]3([CH2:25][N:24]=1)[CH:31]1[CH2:32][CH2:33][N:28]([CH2:29][CH2:30]1)[CH2:27]3)=[CH:5]2. The yield is 0.612. (5) The reactants are [N:1]1[CH:2]=[N:3][N:4]2[CH:9]=[C:8]([C:10]3[CH:19]=[C:18]4[C:13]([CH:14]([C:20]5[CH:25]=[CH:24][C:23]([Cl:26])=[C:22]([Cl:27])[CH:21]=5)[CH2:15][NH:16][CH2:17]4)=[CH:12][CH:11]=3)[CH:7]=[CH:6][C:5]=12.[C:28](O[C:28]([O:30][C:31]([CH3:34])([CH3:33])[CH3:32])=[O:29])([O:30][C:31]([CH3:34])([CH3:33])[CH3:32])=[O:29].CCOC(C)=O.CO. The catalyst is CN(C=O)C. The product is [N:1]1[CH:2]=[N:3][N:4]2[CH:9]=[C:8]([C:10]3[CH:19]=[C:18]4[C:13]([CH:14]([C:20]5[CH:25]=[CH:24][C:23]([Cl:26])=[C:22]([Cl:27])[CH:21]=5)[CH2:15][N:16]([C:28]([O:30][C:31]([CH3:34])([CH3:33])[CH3:32])=[O:29])[CH2:17]4)=[CH:12][CH:11]=3)[CH:7]=[CH:6][C:5]=12. The yield is 0.970. (6) The reactants are N([O-])=O.[Na+].N[C:6]1[CH:7]=[C:8]2[C:13](=[CH:14][CH:15]=1)[N:12]=[C:11]([C:16]([O:18][CH2:19][CH3:20])=[O:17])[CH:10]=[N:9]2.[I-:21].[K+].C(=O)(O)[O-].[Na+]. The catalyst is O.F[B-](F)(F)F.[H+]. The product is [I:21][C:6]1[CH:7]=[C:8]2[C:13](=[CH:14][CH:15]=1)[N:12]=[C:11]([C:16]([O:18][CH2:19][CH3:20])=[O:17])[CH:10]=[N:9]2. The yield is 0.330.